This data is from Reaction yield outcomes from USPTO patents with 853,638 reactions. The task is: Predict the reaction yield, written as a fraction of the theoretical maximum amount of product (1.0 means a 100% yield; for example, 0.34 means a 34% yield). (1) The reactants are [H-].[Na+].[Br:3][C:4]1[CH:5]=[CH:6][C:7]([CH3:18])=[C:8]([NH:10][C:11](=[O:17])[O:12][C:13]([CH3:16])([CH3:15])[CH3:14])[CH:9]=1.[CH3:19]I. The catalyst is O1CCCC1.O. The product is [Br:3][C:4]1[CH:5]=[CH:6][C:7]([CH3:18])=[C:8]([N:10]([CH3:19])[C:11](=[O:17])[O:12][C:13]([CH3:14])([CH3:15])[CH3:16])[CH:9]=1. The yield is 0.770. (2) The reactants are C(OC(=O)[NH:7][CH2:8][CH2:9][CH2:10][O:11][C:12]1[CH:17]=[CH:16][CH:15]=[C:14]([C:18]([C:26]2[CH:31]=[CH:30][C:29](C3OCC(C)(C)N=3)=[CH:28][CH:27]=2)([OH:25])[C:19]2[CH:24]=[CH:23][CH:22]=[CH:21][CH:20]=2)[CH:13]=1)(C)(C)C.C[C:41]([OH:43])=[O:42]. The catalyst is CO.C(Cl)(Cl)Cl. The product is [NH2:7][CH2:8][CH2:9][CH2:10][O:11][C:12]1[CH:13]=[C:14]([C:18]([OH:25])([C:19]2[CH:24]=[CH:23][CH:22]=[CH:21][CH:20]=2)[C:26]2[CH:31]=[CH:30][C:29]([C:41]([OH:43])=[O:42])=[CH:28][CH:27]=2)[CH:15]=[CH:16][CH:17]=1. The yield is 0.960. (3) The reactants are [CH2:1]([N:8]1[CH:16]=[C:15]2[C:10]([CH:11]=[C:12]([C:17]3[CH:18]=[C:19]([CH2:27][CH:28]4[CH2:33][O:32][CH2:31][CH2:30][NH:29]4)[N:20]4[C:25]=3[C:24]([NH2:26])=[N:23][CH:22]=[N:21]4)[CH:13]=[CH:14]2)=[N:9]1)[C:2]1[CH:7]=[CH:6][CH:5]=[CH:4][CH:3]=1.CC(O)=O.C(O[C:41]1(O[Si](C)(C)C)[CH2:43][CH2:42]1)C.C([BH3-])#N.[Na+].[OH-].[Na+]. The catalyst is CO. The product is [CH2:1]([N:8]1[CH:16]=[C:15]2[C:10]([CH:11]=[C:12]([C:17]3[CH:18]=[C:19]([CH2:27][CH:28]4[CH2:33][O:32][CH2:31][CH2:30][N:29]4[CH:41]4[CH2:43][CH2:42]4)[N:20]4[C:25]=3[C:24]([NH2:26])=[N:23][CH:22]=[N:21]4)[CH:13]=[CH:14]2)=[N:9]1)[C:2]1[CH:7]=[CH:6][CH:5]=[CH:4][CH:3]=1. The yield is 0.440.